Dataset: Forward reaction prediction with 1.9M reactions from USPTO patents (1976-2016). Task: Predict the product of the given reaction. The product is: [CH:1]1([CH:7]([C:9]2[O:10][C:11]3[CH:19]=[CH:18][C:17]([F:20])=[CH:16][C:12]=3[C:13]=2[O:14][CH3:15])[OH:8])[CH2:2][CH2:3][CH2:4][CH2:5][CH2:6]1. Given the reactants [CH:1]1([C:7]([C:9]2[O:10][C:11]3[CH:19]=[CH:18][C:17]([F:20])=[CH:16][C:12]=3[C:13]=2[O:14][CH3:15])=[O:8])[CH2:6][CH2:5][CH2:4][CH2:3][CH2:2]1.[BH4-].[Na+], predict the reaction product.